This data is from NCI-60 drug combinations with 297,098 pairs across 59 cell lines. The task is: Regression. Given two drug SMILES strings and cell line genomic features, predict the synergy score measuring deviation from expected non-interaction effect. Cell line: OVCAR-8. Synergy scores: CSS=20.0, Synergy_ZIP=-6.27, Synergy_Bliss=-4.09, Synergy_Loewe=-55.3, Synergy_HSA=-2.77. Drug 1: C1=NC2=C(N=C(N=C2N1C3C(C(C(O3)CO)O)F)Cl)N. Drug 2: CC12CCC3C(C1CCC2OP(=O)(O)O)CCC4=C3C=CC(=C4)OC(=O)N(CCCl)CCCl.[Na+].